From a dataset of Catalyst prediction with 721,799 reactions and 888 catalyst types from USPTO. Predict which catalyst facilitates the given reaction. (1) Reactant: [Cl:1][C:2]1[CH:7]=[CH:6][C:5]([C:8]2[S:9][CH:10]=[C:11]([CH2:13][S:14][C:15]3[N:20]=[C:19]([N:21]([CH3:27])[CH2:22][C:23]([O:25][CH3:26])=[O:24])[C:18]([C:28]#[N:29])=[C:17]([N:30]4[CH2:35][CH2:34][CH2:33][CH2:32][CH2:31]4)[C:16]=3[C:36]#[N:37])[N:12]=2)=[CH:4][CH:3]=1.C(=O)([O-])[O-].[Cs+].[Cs+]. Product: [NH2:29][C:28]1[C:18]2[C:19](=[N:20][C:15]([S:14][CH2:13][C:11]3[N:12]=[C:8]([C:5]4[CH:4]=[CH:3][C:2]([Cl:1])=[CH:7][CH:6]=4)[S:9][CH:10]=3)=[C:16]([C:36]#[N:37])[C:17]=2[N:30]2[CH2:35][CH2:34][CH2:33][CH2:32][CH2:31]2)[N:21]([CH3:27])[C:22]=1[C:23]([O:25][CH3:26])=[O:24]. The catalyst class is: 10. (2) Reactant: [Cl:1][C:2]1[CH:7]=[CH:6][C:5]([C:8]2[C:13]([NH:14][NH2:15])=[N:12][N:11]([CH2:16][C:17]3[C:18]([CH3:27])=[N:19][C:20]([C:23]([F:26])([F:25])[F:24])=[CH:21][CH:22]=3)[C:10](=[O:28])[C:9]=2[C:29]2[CH:36]=[CH:35][C:32]([C:33]#[N:34])=[CH:31][CH:30]=2)=[CH:4][CH:3]=1.[C:37]([NH:44][C@H:45]([C:47](O)=[O:48])C)([O:39][C:40]([CH3:43])([CH3:42])[CH3:41])=[O:38].CCN=C=NCCCN(C)C.C1C=CC2N(O)N=NC=2C=1.C(N(C(C)C)CC)(C)C. Product: [Cl:1][C:2]1[CH:7]=[CH:6][C:5]([C:8]2[C:13]([NH:14][NH:15][C:47](=[O:48])[CH2:45][NH:44][C:37](=[O:38])[O:39][C:40]([CH3:41])([CH3:42])[CH3:43])=[N:12][N:11]([CH2:16][C:17]3[C:18]([CH3:27])=[N:19][C:20]([C:23]([F:25])([F:26])[F:24])=[CH:21][CH:22]=3)[C:10](=[O:28])[C:9]=2[C:29]2[CH:30]=[CH:31][C:32]([C:33]#[N:34])=[CH:35][CH:36]=2)=[CH:4][CH:3]=1. The catalyst class is: 25. (3) Reactant: F[C:2]1[CH:7]=[CH:6][C:5]([N+:8]([O-:10])=[O:9])=[CH:4][C:3]=1[CH2:11][OH:12].C(N(C(C)C)CC)(C)C.[CH3:22][N:23]1[CH2:29][CH2:28][CH2:27][NH:26][CH2:25][CH2:24]1. Product: [CH3:22][N:23]1[CH2:29][CH2:28][CH2:27][N:26]([C:2]2[CH:7]=[CH:6][C:5]([N+:8]([O-:10])=[O:9])=[CH:4][C:3]=2[CH2:11][OH:12])[CH2:25][CH2:24]1. The catalyst class is: 10. (4) Reactant: [C:1]1([C:7]2[CH:8]=[CH:9][C:10]3[O:14][C:13]([C:15](O)=[O:16])=[CH:12][C:11]=3[CH:18]=2)[CH:6]=[CH:5][CH:4]=[CH:3][CH:2]=1.[H-].[H-].[H-].[H-].[Li+].[Al+3].Cl. Product: [OH:16][CH2:15][C:13]1[O:14][C:10]2[CH:9]=[CH:8][C:7]([C:1]3[CH:2]=[CH:3][CH:4]=[CH:5][CH:6]=3)=[CH:18][C:11]=2[CH:12]=1. The catalyst class is: 1. (5) Reactant: FC(F)(F)C(O)=O.[C:8]([O:14][CH2:15][O:16][C:17]1[CH:18]=[CH:19][C:20]2[CH2:21][C@H:22]3[NH:33][CH2:32][CH2:31][C@@:28]4([C:29]=2[CH:30]=1)[C@H:23]3[CH2:24][CH2:25][CH2:26][CH2:27]4)(=[O:13])[C:9]([CH3:12])([CH3:11])[CH3:10].[C:34]([OH:41])(=[O:40])[CH2:35][CH2:36][C:37]([OH:39])=[O:38]. Product: [C:34]([OH:41])(=[O:40])[CH2:35][CH2:36][C:37]([OH:39])=[O:38].[C:8]([O:14][CH2:15][O:16][C:17]1[CH:18]=[CH:19][C:20]2[CH2:21][C@H:22]3[NH:33][CH2:32][CH2:31][C@@:28]4([C:29]=2[CH:30]=1)[C@H:23]3[CH2:24][CH2:25][CH2:26][CH2:27]4)(=[O:13])[C:9]([CH3:12])([CH3:11])[CH3:10]. The catalyst class is: 25. (6) Reactant: [N:1]([CH2:4][C@@H:5]([O:12][C:13]1[CH:20]=[C:19]([Cl:21])[C:18]([F:22])=[CH:17][C:14]=1[C:15]#[N:16])[C:6]1[CH:11]=[CH:10][CH:9]=[CH:8][CH:7]=1)=[N+]=[N-].C1(P(C2C=CC=CC=2)C2C=CC=CC=2)C=CC=CC=1.O.[C:43]([OH:50])(=[O:49])/[CH:44]=[CH:45]/[C:46]([OH:48])=[O:47]. Product: [C:43]([OH:50])(=[O:49])/[CH:44]=[CH:45]/[C:46]([OH:48])=[O:47].[NH2:1][CH2:4][C@@H:5]([O:12][C:13]1[CH:20]=[C:19]([Cl:21])[C:18]([F:22])=[CH:17][C:14]=1[C:15]#[N:16])[C:6]1[CH:11]=[CH:10][CH:9]=[CH:8][CH:7]=1. The catalyst class is: 219.